Dataset: NCI-60 drug combinations with 297,098 pairs across 59 cell lines. Task: Regression. Given two drug SMILES strings and cell line genomic features, predict the synergy score measuring deviation from expected non-interaction effect. (1) Drug 1: CN(C)N=NC1=C(NC=N1)C(=O)N. Drug 2: C(CC(=O)O)C(=O)CN.Cl. Cell line: OVCAR-5. Synergy scores: CSS=8.80, Synergy_ZIP=-2.21, Synergy_Bliss=-1.32, Synergy_Loewe=-7.01, Synergy_HSA=-2.23. (2) Drug 1: C1=C(C(=O)NC(=O)N1)F. Drug 2: C(CN)CNCCSP(=O)(O)O. Cell line: HT29. Synergy scores: CSS=43.2, Synergy_ZIP=3.58, Synergy_Bliss=1.70, Synergy_Loewe=-15.8, Synergy_HSA=2.56. (3) Drug 1: C1CCC(CC1)NC(=O)N(CCCl)N=O. Drug 2: C1CN(P(=O)(OC1)NCCCl)CCCl. Cell line: SF-268. Synergy scores: CSS=15.2, Synergy_ZIP=-5.72, Synergy_Bliss=-4.91, Synergy_Loewe=-28.4, Synergy_HSA=-6.25. (4) Synergy scores: CSS=54.0, Synergy_ZIP=0.523, Synergy_Bliss=3.26, Synergy_Loewe=-9.75, Synergy_HSA=5.16. Cell line: RXF 393. Drug 1: C1=CN(C=N1)CC(O)(P(=O)(O)O)P(=O)(O)O. Drug 2: CC1C(C(CC(O1)OC2CC(CC3=C2C(=C4C(=C3O)C(=O)C5=CC=CC=C5C4=O)O)(C(=O)C)O)N)O.